The task is: Predict the reaction yield, written as a fraction of the theoretical maximum amount of product (1.0 means a 100% yield; for example, 0.34 means a 34% yield).. This data is from Reaction yield outcomes from USPTO patents with 853,638 reactions. (1) The reactants are [C:1]([C:4]1[S:5][CH:6]=[C:7]([NH2:9])[CH:8]=1)(=[O:3])[CH3:2].[C:10](O[C:10]([O:12][C:13]([CH3:16])([CH3:15])[CH3:14])=[O:11])([O:12][C:13]([CH3:16])([CH3:15])[CH3:14])=[O:11]. The catalyst is ClCCl. The product is [C:1]([C:4]1[S:5][CH:6]=[C:7]([NH:9][C:10]([O:12][C:13]([CH3:16])([CH3:15])[CH3:14])=[O:11])[CH:8]=1)(=[O:3])[CH3:2]. The yield is 0.720. (2) The reactants are [OH:1][C:2]1[CH:11]=[C:10]2[C:5]([CH2:6][CH2:7][CH2:8][O:9]2)=[CH:4][C:3]=1[C:12](=[O:14])[CH3:13].[H-].[Na+].I[CH2:18][CH2:19][CH3:20].O. The catalyst is CN(C=O)C. The product is [CH2:18]([O:1][C:2]1[CH:11]=[C:10]2[C:5]([CH2:6][CH2:7][CH2:8][O:9]2)=[CH:4][C:3]=1[C:12](=[O:14])[CH3:13])[CH2:19][CH3:20]. The yield is 1.00. (3) The reactants are C([NH:4][C:5]([C@@H:26]1[CH2:30][CH2:29][N:28]([S:31]([C:34]2[CH:39]=[CH:38][CH:37]=[CH:36][C:35]=2[N+:40]([O-:42])=[O:41])(=[O:33])=[O:32])[CH2:27]1)([CH2:13][CH2:14][CH2:15][CH2:16][B:17]1[O:21]C(C)(C)C(C)(C)[O:18]1)[C:6](NC(C)(C)C)=[O:7])(=O)C.[O:43]1CCOCC1.Cl. The catalyst is O. The product is [NH2:4][C:5]([C@@H:26]1[CH2:30][CH2:29][N:28]([S:31]([C:34]2[CH:39]=[CH:38][CH:37]=[CH:36][C:35]=2[N+:40]([O-:42])=[O:41])(=[O:32])=[O:33])[CH2:27]1)([CH2:13][CH2:14][CH2:15][CH2:16][B:17]([OH:18])[OH:21])[C:6]([OH:43])=[O:7]. The yield is 0.200. (4) The reactants are [Br:1][C:2]1[CH:3]=[C:4]([OH:8])[CH:5]=[N:6][CH:7]=1.C1(P(C2C=CC=CC=2)C2C=CC=CC=2)C=CC=CC=1.[O:28]1[CH2:33][CH2:32][CH:31](O)[CH2:30][CH2:29]1.N(C(OCC)=O)=NC(OCC)=O. The catalyst is C1(C)C=CC=CC=1. The product is [Br:1][C:2]1[CH:7]=[N:6][CH:5]=[C:4]([O:8][CH:31]2[CH2:32][CH2:33][O:28][CH2:29][CH2:30]2)[CH:3]=1. The yield is 0.650. (5) The reactants are Cl[C:2]1[C:11]([CH:12]=[O:13])=[CH:10][C:9]2[C:4](=[C:5]([CH3:15])[C:6]([F:14])=[CH:7][CH:8]=2)[N:3]=1.[CH3:16][C:17]1[CH:18]=[C:19](B(O)O)[CH:20]=[N:21][CH:22]=1.C([O-])([O-])=O.[Na+].[Na+]. The catalyst is O.COCCOC.C1C=CC([P]([Pd]([P](C2C=CC=CC=2)(C2C=CC=CC=2)C2C=CC=CC=2)([P](C2C=CC=CC=2)(C2C=CC=CC=2)C2C=CC=CC=2)[P](C2C=CC=CC=2)(C2C=CC=CC=2)C2C=CC=CC=2)(C2C=CC=CC=2)C2C=CC=CC=2)=CC=1. The product is [F:14][C:6]1[C:5]([CH3:15])=[C:4]2[C:9]([CH:10]=[C:11]([CH:12]=[O:13])[C:2]([C:19]3[CH:20]=[N:21][CH:22]=[C:17]([CH3:16])[CH:18]=3)=[N:3]2)=[CH:8][CH:7]=1. The yield is 0.800. (6) The reactants are [CH:1]([C:4]1[CH:9]=[C:8]([O:10][CH3:11])[C:7]([N:12]2[CH2:17][CH2:16][NH:15][CH2:14][CH2:13]2)=[CH:6][C:5]=1[OH:18])([CH3:3])[CH3:2].C(N(CC)CC)C.[CH3:26][S:27](Cl)(=[O:29])=[O:28]. The catalyst is ClCCl. The product is [CH:1]([C:4]1[CH:9]=[C:8]([O:10][CH3:11])[C:7]([N:12]2[CH2:13][CH2:14][N:15]([S:27]([CH3:26])(=[O:29])=[O:28])[CH2:16][CH2:17]2)=[CH:6][C:5]=1[OH:18])([CH3:3])[CH3:2]. The yield is 0.160. (7) The reactants are [CH3:1][N:2]1[CH:6]=[C:5]([C:7]2[CH:8]=[C:9]([NH:13][C:14]3[C:18]4[CH2:19][N:20]([C:23](=[O:25])[CH3:24])[CH2:21][CH2:22][C:17]=4[NH:16][N:15]=3)[CH:10]=[CH:11][CH:12]=2)[CH:4]=[N:3]1.C([O-])([O-])=O.[Cs+].[Cs+].Br[CH:33]1[CH2:35][CH2:34]1. No catalyst specified. The product is [CH2:35]([N:16]1[C:17]2[CH2:22][CH2:21][N:20]([C:23](=[O:25])[CH3:24])[CH2:19][C:18]=2[C:14]([NH:13][C:9]2[CH:10]=[CH:11][CH:12]=[C:7]([C:5]3[CH:4]=[N:3][N:2]([CH3:1])[CH:6]=3)[CH:8]=2)=[N:15]1)[CH:33]=[CH2:34]. The yield is 0.0400. (8) The reactants are C(N(CC)CC)C.[C:8]1([C:18](Cl)=[O:19])[C:17]2[C:12](=[CH:13][CH:14]=[CH:15][CH:16]=2)[CH:11]=[CH:10][CH:9]=1.[CH2:21]([O:28][C:29]1[C:30]([CH3:38])=[C:31]([CH3:37])[C:32]([NH2:36])=[N:33][C:34]=1[CH3:35])[C:22]1[CH:27]=[CH:26][CH:25]=[CH:24][CH:23]=1. The catalyst is C(Cl)Cl. The product is [CH2:21]([O:28][C:29]1[C:30]([CH3:38])=[C:31]([CH3:37])[C:32]([NH:36][C:18]([C:8]2[C:17]3[C:12](=[CH:13][CH:14]=[CH:15][CH:16]=3)[CH:11]=[CH:10][CH:9]=2)=[O:19])=[N:33][C:34]=1[CH3:35])[C:22]1[CH:23]=[CH:24][CH:25]=[CH:26][CH:27]=1. The yield is 0.600. (9) The reactants are [CH3:1][C:2]1([CH:9]2[CH2:13][CH2:12][CH:11]([CH3:14])[CH2:10]2)[NH:6][C:5](=[O:7])[NH:4][C:3]1=[O:8].Br[CH2:16][C:17]([C:19]1[CH:24]=[CH:23][CH:22]=[CH:21][CH:20]=1)=[O:18]. No catalyst specified. The product is [CH3:1][C:2]1([CH:9]2[CH2:13][CH2:12][CH:11]([CH3:14])[CH2:10]2)[NH:6][C:5](=[O:7])[N:4]([CH2:16][C:17](=[O:18])[C:19]2[CH:24]=[CH:23][CH:22]=[CH:21][CH:20]=2)[C:3]1=[O:8]. The yield is 0.670. (10) The reactants are [NH2:1][C:2]1[N:3]=[CH:4][C:5]2[CH2:11][N:10]([C:12]3[CH:20]=[CH:19][C:15]([C:16]([OH:18])=O)=[CH:14][CH:13]=3)[CH2:9][CH2:8][C:6]=2[N:7]=1.C(N(CC)C(C)C)(C)C.CN(C(ON1N=NC2C=CC=CC1=2)=[N+](C)C)C.F[P-](F)(F)(F)(F)F.[NH2:54][C:55]1[CH:60]=[CH:59][CH:58]=[C:57]([CH3:61])[CH:56]=1. The catalyst is CN(C=O)C. The product is [NH2:1][C:2]1[N:3]=[CH:4][C:5]2[CH2:11][N:10]([C:12]3[CH:20]=[CH:19][C:15]([C:16]([NH:54][C:55]4[CH:56]=[C:57]([CH3:61])[CH:58]=[CH:59][CH:60]=4)=[O:18])=[CH:14][CH:13]=3)[CH2:9][CH2:8][C:6]=2[N:7]=1. The yield is 0.510.